This data is from Catalyst prediction with 721,799 reactions and 888 catalyst types from USPTO. The task is: Predict which catalyst facilitates the given reaction. (1) Reactant: [NH2:1][CH2:2][CH:3]([CH3:7])[C:4](O)=[O:5].[OH-].[Na+].[CH3:10][O:11][C:12]1[CH:20]=[CH:19][C:15]([C:16](Cl)=O)=[CH:14][CH:13]=1.Cl. Product: [CH3:10][O:11][C:12]1[CH:20]=[CH:19][C:15]([CH2:16][NH:1][CH2:2][CH:3]([CH3:7])[CH2:4][OH:5])=[CH:14][CH:13]=1. The catalyst class is: 7. (2) Product: [C:9]([Si:12]([O:7][CH2:1][CH2:2][CH2:3][CH2:4][CH:5]=[CH2:6])([CH3:14])[CH3:13])([CH3:11])([CH3:10])[CH3:8]. The catalyst class is: 1. Reactant: [CH2:1]([OH:7])[CH2:2][CH2:3][CH2:4][CH:5]=[CH2:6].[CH3:8][C:9]([Si:12](Cl)([CH3:14])[CH3:13])([CH3:11])[CH3:10].N1C=CN=C1.O. (3) Reactant: C[O:2][C:3](=O)[CH:4]([CH:6]1[CH2:8][CH2:7]1)[OH:5].O.[NH2:11][NH2:12]. Product: [CH:6]1([CH:4]([OH:5])[C:3]([NH:11][NH2:12])=[O:2])[CH2:8][CH2:7]1. The catalyst class is: 5. (4) The catalyst class is: 374. Reactant: Br[C:2]1[CH:7]=[CH:6][C:5]([S:8]([NH:11][C:12]([CH3:15])([CH3:14])[CH3:13])(=[O:10])=[O:9])=[CH:4][CH:3]=1.[B:16]1([B:16]2[O:20][C:19]([CH3:22])([CH3:21])[C:18]([CH3:24])([CH3:23])[O:17]2)[O:20][C:19]([CH3:22])([CH3:21])[C:18]([CH3:24])([CH3:23])[O:17]1.C(Cl)Cl.CC([O-])=O.[K+]. Product: [C:12]([NH:11][S:8]([C:5]1[CH:6]=[CH:7][C:2]([B:16]2[O:20][C:19]([CH3:22])([CH3:21])[C:18]([CH3:24])([CH3:23])[O:17]2)=[CH:3][CH:4]=1)(=[O:10])=[O:9])([CH3:15])([CH3:14])[CH3:13]. (5) Reactant: P(Cl)(Cl)(Cl)=O.[CH2:6]([O:13][C:14]1[CH:19]=[CH:18][CH:17]=[C:16]([CH3:20])[CH:15]=1)[C:7]1[CH:12]=[CH:11][CH:10]=[CH:9][CH:8]=1.[B].[C:22]([O-])(=[O:24])C.[Na+]. Product: [CH2:6]([O:13][C:14]1[CH:19]=[CH:18][C:17]([CH:22]=[O:24])=[C:16]([CH3:20])[CH:15]=1)[C:7]1[CH:8]=[CH:9][CH:10]=[CH:11][CH:12]=1. The catalyst class is: 9. (6) Reactant: Br[C:2](Br)=[CH:3][C:4]1([CH3:8])[CH2:7][O:6][CH2:5]1.C([Li])CCC.[CH3:15][Si:16]([CH3:19])([CH3:18])Cl. Product: [CH3:15][Si:16]([CH3:19])([CH3:18])[C:2]#[C:3][C:4]1([CH3:8])[CH2:7][O:6][CH2:5]1. The catalyst class is: 134.